This data is from Catalyst prediction with 721,799 reactions and 888 catalyst types from USPTO. The task is: Predict which catalyst facilitates the given reaction. (1) Reactant: C(OC(=O)[NH:7][C@@H:8]1[CH2:28][C:11]2[N:12]([CH2:21][C:22]3[CH:27]=[CH:26][CH:25]=[CH:24][N:23]=3)[C:13]3[CH:14]=[CH:15][C:16]([C:19]#[N:20])=[CH:17][C:18]=3[C:10]=2[CH2:9]1)(C)(C)C.[ClH:30].[OH-].[Na+]. Product: [ClH:30].[NH2:7][C@@H:8]1[CH2:28][C:11]2[N:12]([CH2:21][C:22]3[CH:27]=[CH:26][CH:25]=[CH:24][N:23]=3)[C:13]3[CH:14]=[CH:15][C:16]([C:19]#[N:20])=[CH:17][C:18]=3[C:10]=2[CH2:9]1. The catalyst class is: 14. (2) Reactant: C([O:8][C:9]1[CH:14]=[CH:13][CH:12]=[CH:11][C:10]=1[C:15]1[CH:16]=[N:17][CH:18]=[CH:19][CH:20]=1)C1C=CC=CC=1. Product: [N:17]1[CH:18]=[CH:19][CH:20]=[C:15]([C:10]2[CH:11]=[CH:12][CH:13]=[CH:14][C:9]=2[OH:8])[CH:16]=1. The catalyst class is: 5. (3) Reactant: [NH2:1][C:2]1[N:27]([C:28]2[CH:33]=[CH:32][CH:31]=[CH:30][CH:29]=2)[C:6]2[N:7]=[C:8]([NH:11][C:12]3[CH:17]=[CH:16][C:15]([CH2:18][CH2:19][N:20]4[CH2:24][CH2:23][CH2:22][CH2:21]4)=[CH:14][C:13]=3[O:25][CH3:26])[N:9]=[CH:10][C:5]=2[C:4](=[O:34])[C:3]=1[C:35]([NH2:37])=[O:36].[ClH:38]. Product: [ClH:38].[NH2:1][C:2]1[N:27]([C:28]2[CH:29]=[CH:30][CH:31]=[CH:32][CH:33]=2)[C:6]2[N:7]=[C:8]([NH:11][C:12]3[CH:17]=[CH:16][C:15]([CH2:18][CH2:19][N:20]4[CH2:21][CH2:22][CH2:23][CH2:24]4)=[CH:14][C:13]=3[O:25][CH3:26])[N:9]=[CH:10][C:5]=2[C:4](=[O:34])[C:3]=1[C:35]([NH2:37])=[O:36]. The catalyst class is: 275. (4) Reactant: [Na].[Na].[C@@H:3]1([N:41]2[C:50]3[N:49]=[CH:48][N:47]=[C:45]([NH2:46])[C:44]=3[N:43]=[CH:42]2)[O:40][C@H:12]([CH2:13][O:14][P:15]([O:18][P:19]([O:22][CH2:23][C:24]([C@H:27]([C:29]([NH:31][CH2:32][CH2:33][C:34]([NH:36][CH2:37][CH2:38][SH:39])=[O:35])=[O:30])[OH:28])([CH3:26])[CH3:25])([OH:21])=[O:20])([OH:17])=[O:16])[C@@H:6]([O:7][P:8]([OH:11])([OH:10])=[O:9])[C@H:4]1[OH:5].CCN(CC)CC. Product: [CH3:26][C:24]([C@@H:27]([OH:28])[C:29]([NH:31][CH2:32][CH2:33][C:34]([NH:36][CH2:37][CH2:38][SH:39])=[O:35])=[O:30])([CH2:23][O:22][P:19]([O:18][P:15]([O:14][CH2:13][C@H:12]1[O:40][C@@H:3]([N:41]2[C:50]3[N:49]=[CH:48][N:47]=[C:45]([NH2:46])[C:44]=3[N:43]=[CH:42]2)[C@H:4]([OH:5])[C@@H:6]1[O:7][P:8]([OH:11])([OH:10])=[O:9])([OH:17])=[O:16])([OH:21])=[O:20])[CH3:25]. The catalyst class is: 3.